From a dataset of Reaction yield outcomes from USPTO patents with 853,638 reactions. Predict the reaction yield, written as a fraction of the theoretical maximum amount of product (1.0 means a 100% yield; for example, 0.34 means a 34% yield). (1) The reactants are [C:1]([C:3]1([C:23]2[CH:28]=[CH:27][CH:26]=[CH:25][CH:24]=2)[CH2:8][CH2:7][N:6]([CH2:9][CH2:10][CH2:11]C2C=CC=C3C(NC(=O)C=23)=O)[CH2:5][CH2:4]1)#[N:2].[NH2:29]N. The catalyst is CO. The product is [C:1]([C:3]1([C:23]2[CH:28]=[CH:27][CH:26]=[CH:25][CH:24]=2)[CH2:8][CH2:7][N:6]([CH2:9][CH2:10][CH2:11][NH2:29])[CH2:5][CH2:4]1)#[N:2]. The yield is 0.960. (2) The reactants are [Br:1][C:2]1[CH:3]=[C:4]2[C:10]([I:11])=[N:9][NH:8][C:5]2=[N:6][CH:7]=1.[H-].[Na+].[CH3:14][O:15][CH2:16][CH2:17][O:18][CH2:19]Cl.BrC1C=C2C(I)N(COCCOC)NC2=NC=1. The catalyst is [I-].C([N+](CCCC)(CCCC)CCCC)CCC.CN(C=O)C. The product is [Br:1][C:2]1[CH:3]=[C:4]2[C:10]([I:11])=[N:9][N:8]([CH2:14][O:15][CH2:16][CH2:17][O:18][CH3:19])[C:5]2=[N:6][CH:7]=1. The yield is 0.740. (3) The reactants are [CH2:1]([C:4]1[CH:9]=[CH:8][N:7]=[C:6]([NH2:10])[CH:5]=1)[CH2:2][CH3:3].[Li+].C[Si]([N-][Si](C)(C)C)(C)C.[CH3:21][C:22]1([CH3:38])[C:26]([CH3:28])([CH3:27])[O:25][B:24]([C:29]2[CH:37]=[CH:36][C:32]([C:33](Cl)=[O:34])=[CH:31][CH:30]=2)[O:23]1. The catalyst is C1COCC1. The product is [CH2:1]([C:4]1[CH:9]=[CH:8][N:7]=[C:6]([NH:10][C:33](=[O:34])[C:32]2[CH:31]=[CH:30][C:29]([B:24]3[O:25][C:26]([CH3:27])([CH3:28])[C:22]([CH3:38])([CH3:21])[O:23]3)=[CH:37][CH:36]=2)[CH:5]=1)[CH2:2][CH3:3]. The yield is 0.990. (4) The reactants are [Cl:1][C:2]1[C:3]([N:15]([CH3:31])[CH:16]2[CH2:30][CH:19]3[CH2:20][N:21](C(OC(C)(C)C)=O)[CH2:22][CH:18]3[CH2:17]2)=[N:4][C:5]([NH:8][C:9]2[CH:10]=[N:11][N:12]([CH3:14])[CH:13]=2)=[N:6][CH:7]=1.Cl.CCOC(C)=O. The catalyst is C(Cl)Cl. The product is [Cl:1][C:2]1[C:3]([N:15]([CH3:31])[CH:16]2[CH2:30][CH:19]3[CH2:20][NH:21][CH2:22][CH:18]3[CH2:17]2)=[N:4][C:5]([NH:8][C:9]2[CH:10]=[N:11][N:12]([CH3:14])[CH:13]=2)=[N:6][CH:7]=1. The yield is 0.594. (5) The reactants are [Cl:1][C:2]1[CH:3]=[C:4]2[C:10]([C:11]3[N:16]=[C:15]([NH:17][C@H:18]4[CH2:22][CH2:21][N:20](S(C)(=O)=O)[CH2:19]4)[C:14]([F:27])=[CH:13][N:12]=3)=[CH:9][NH:8][C:5]2=[N:6][CH:7]=1.[C:28](Cl)(=[O:30])[CH3:29]. No catalyst specified. The product is [Cl:1][C:2]1[CH:3]=[C:4]2[C:10]([C:11]3[N:16]=[C:15]([NH:17][C@H:18]4[CH2:22][CH2:21][N:20]([C:28](=[O:30])[CH3:29])[CH2:19]4)[C:14]([F:27])=[CH:13][N:12]=3)=[CH:9][NH:8][C:5]2=[N:6][CH:7]=1. The yield is 0.180.